From a dataset of Reaction yield outcomes from USPTO patents with 853,638 reactions. Predict the reaction yield, written as a fraction of the theoretical maximum amount of product (1.0 means a 100% yield; for example, 0.34 means a 34% yield). The reactants are [C:1]([OH:10])(=[O:9])[C:2]1[C:3](=[CH:5][CH:6]=[CH:7][CH:8]=1)[NH2:4].[C:11]1([CH3:21])[CH:16]=[CH:15][C:14]([S:17](Cl)(=[O:19])=[O:18])=[CH:13][CH:12]=1.[OH-].[Na+].Cl. The catalyst is O. The product is [S:17]([NH:4][C:3]1[C:2](=[CH:8][CH:7]=[CH:6][CH:5]=1)[C:1]([OH:10])=[O:9])([C:14]1[CH:15]=[CH:16][C:11]([CH3:21])=[CH:12][CH:13]=1)(=[O:19])=[O:18]. The yield is 0.830.